This data is from Full USPTO retrosynthesis dataset with 1.9M reactions from patents (1976-2016). The task is: Predict the reactants needed to synthesize the given product. (1) Given the product [F:7][C:8]1[CH:9]=[CH:10][C:11]([CH2:14][CH2:15][CH2:16][CH2:17][CH2:18][OH:19])=[CH:12][CH:13]=1, predict the reactants needed to synthesize it. The reactants are: [H-].[H-].[H-].[H-].[Li+].[Al+3].[F:7][C:8]1[CH:13]=[CH:12][C:11]([CH2:14][CH2:15][CH2:16][CH2:17][C:18](O)=[O:19])=[CH:10][CH:9]=1.O.[OH-].[K+]. (2) Given the product [NH2:19][C:18]1[C:20]2[C:21](=[N:23][C:15]([CH3:16])=[CH:14][C:13]=2[C:5]2[CH:4]=[C:3]([O:2][CH3:1])[C:8]([O:9][CH3:10])=[C:7]([O:11][CH3:12])[CH:6]=2)[S:22][C:31]=1[C:32](=[O:33])[C:34]1[CH:39]=[CH:38][C:37]([O:40][CH3:41])=[CH:36][CH:35]=1, predict the reactants needed to synthesize it. The reactants are: [CH3:1][O:2][C:3]1[CH:4]=[C:5]([CH:13]=[CH:14][C:15](=O)[CH3:16])[CH:6]=[C:7]([O:11][CH3:12])[C:8]=1[O:9][CH3:10].[C:18]([CH2:20][C:21]([NH2:23])=[S:22])#[N:19].N1CCCCC1.Br[CH2:31][C:32]([C:34]1[CH:39]=[CH:38][C:37]([O:40][CH3:41])=[CH:36][CH:35]=1)=[O:33].O.[OH-].[Na+]. (3) Given the product [CH:1]1[CH:2]=[CH:3][C:4]([C@@H:7]([N:15]2[CH2:20][CH2:19][N:18]([CH2:21][CH2:22][O:23][CH2:24][C:25]([OH:27])=[O:26])[CH2:17][CH2:16]2)[C:8]2[CH:9]=[CH:10][C:11]([Cl:14])=[CH:12][CH:13]=2)=[CH:5][CH:6]=1, predict the reactants needed to synthesize it. The reactants are: [CH:1]1[CH:2]=[CH:3][C:4]([C@@H:7]([N:15]2[CH2:20][CH2:19][N:18]([CH2:21][CH2:22][O:23][CH2:24][C:25]([OH:27])=[O:26])[CH2:17][CH2:16]2)[C:8]2[CH:9]=[CH:10][C:11]([Cl:14])=[CH:12][CH:13]=2)=[CH:5][CH:6]=1.Cl.Cl.C(O)(=O)CC(CC(O)=O)(C(O)=O)O.[Si](O)(O)(O)O.C([O-])(=O)CCCCCCCCCCCCCCCCC.[Mg+2].C([O-])(=O)CCCCCCCCCCCCCCCCC. (4) Given the product [Cl:1][C:2]1[CH:7]=[C:6]([O:8][C:9]2[CH:10]=[C:11]([CH3:25])[C:12]3[CH:16]([CH2:17][C:18]([OH:20])=[O:19])[O:15][B:14]([OH:23])[C:13]=3[CH:24]=2)[CH:5]=[CH:4][N:3]=1, predict the reactants needed to synthesize it. The reactants are: [Cl:1][C:2]1[CH:7]=[C:6]([O:8][C:9]2[CH:10]=[C:11]([CH3:25])[C:12]3[CH:16]([CH2:17][C:18]([O:20]CC)=[O:19])[O:15][B:14]([OH:23])[C:13]=3[CH:24]=2)[CH:5]=[CH:4][N:3]=1.[OH-].[Na+].